From a dataset of Full USPTO retrosynthesis dataset with 1.9M reactions from patents (1976-2016). Predict the reactants needed to synthesize the given product. (1) The reactants are: [OH:1][N:2]=[C:3]([NH2:14])[CH2:4][C:5]1[CH:10]=[CH:9][C:8]([N+:11]([O-:13])=[O:12])=[CH:7][CH:6]=1.CN(C(ON1N=NC2C=CC=CC1=2)=[N+](C)C)C.F[P-](F)(F)(F)(F)F.C(N(C(C)C)CC)(C)C.[C:48]([C:52]1[CH:53]=[C:54]([CH:58]=[C:59]([C:61]([CH3:64])([CH3:63])[CH3:62])[CH:60]=1)[C:55](O)=[O:56])([CH3:51])([CH3:50])[CH3:49]. Given the product [C:61]([C:59]1[CH:58]=[C:54]([CH:53]=[C:52]([C:48]([CH3:51])([CH3:50])[CH3:49])[CH:60]=1)[C:55]([O:1][N:2]=[C:3]([NH2:14])[CH2:4][C:5]1[CH:6]=[CH:7][C:8]([N+:11]([O-:13])=[O:12])=[CH:9][CH:10]=1)=[O:56])([CH3:64])([CH3:63])[CH3:62], predict the reactants needed to synthesize it. (2) Given the product [Cl:19][C:16]([F:18])([F:17])[O:15][C:12]1[CH:13]=[CH:14][C:9]([NH:8][C:6](=[O:7])[C:5]2[CH:20]=[C:21]([C:22]3[NH:26][N:25]=[CH:24][CH:23]=3)[C:2]([N:34]3[CH2:39][CH2:38][CH2:37][C@H:36]([OH:40])[CH2:35]3)=[N:3][CH:4]=2)=[CH:10][CH:11]=1, predict the reactants needed to synthesize it. The reactants are: Cl[C:2]1[C:21]([C:22]2[N:26](C3CCCCO3)[N:25]=[CH:24][CH:23]=2)=[CH:20][C:5]([C:6]([NH:8][C:9]2[CH:14]=[CH:13][C:12]([O:15][C:16]([Cl:19])([F:18])[F:17])=[CH:11][CH:10]=2)=[O:7])=[CH:4][N:3]=1.Cl.[NH:34]1[CH2:39][CH2:38][CH2:37][C@H:36]([OH:40])[CH2:35]1. (3) Given the product [Br:1][CH2:2][C:3]1[CH:8]=[CH:7][C:6]([S:9]([N:14]([CH3:15])[CH3:13])(=[O:11])=[O:10])=[CH:5][CH:4]=1, predict the reactants needed to synthesize it. The reactants are: [Br:1][CH2:2][C:3]1[CH:8]=[CH:7][C:6]([S:9](Cl)(=[O:11])=[O:10])=[CH:5][CH:4]=1.[CH3:13][NH:14][CH3:15].C(N(CC)C(C)C)(C)C.